This data is from TCR-epitope binding with 47,182 pairs between 192 epitopes and 23,139 TCRs. The task is: Binary Classification. Given a T-cell receptor sequence (or CDR3 region) and an epitope sequence, predict whether binding occurs between them. The epitope is QECVRGTTVL. The TCR CDR3 sequence is CASSPGRGHGYTF. Result: 0 (the TCR does not bind to the epitope).